Dataset: M1 muscarinic receptor antagonist screen with 61,756 compounds. Task: Binary Classification. Given a drug SMILES string, predict its activity (active/inactive) in a high-throughput screening assay against a specified biological target. (1) The drug is S(Cc1ccc(OCCC)cc1)c1[nH]ncn1. The result is 0 (inactive). (2) The compound is S(CCCC)c1n2c(cc(nc2nn1)C)C. The result is 0 (inactive). (3) The result is 0 (inactive). The drug is S(=O)(=O)(N1CCOCC1)c1cc(c(cc1)C)C(=O)Nc1c(NCC)ccc(c1)C(OCC)=O. (4) The molecule is N1(C2CCCCC2)CCN(CC1)C(c1n(nnn1)Cc1ccccc1)c1cccnc1. The result is 0 (inactive). (5) The compound is s1c(C(N(C)C)CNC(=O)c2cc(S(=O)(=O)NC)ccc2)ccc1. The result is 0 (inactive). (6) The compound is S(=O)(=O)(N(c1c(OC)ccc(OC)c1)CC(=O)NCc1ncccc1)C. The result is 0 (inactive).